Predict which catalyst facilitates the given reaction. From a dataset of Catalyst prediction with 721,799 reactions and 888 catalyst types from USPTO. (1) Reactant: FC1C(O[C:9](=[O:32])[CH:10]([C:17]2[N:18]([C:25]3[CH:30]=[CH:29][C:28]([Cl:31])=[CH:27][CH:26]=3)[N:19]=[C:20]3[CH2:24][CH2:23][CH2:22][C:21]=23)[CH:11]2[CH2:16][CH2:15][CH2:14][CH2:13][CH2:12]2)=C(F)C(F)=C(F)C=1F.[CH:37]1([NH2:43])[CH2:42][CH2:41][CH2:40][CH2:39][CH2:38]1. Product: [Cl:31][C:28]1[CH:27]=[CH:26][C:25]([N:18]2[C:17]([CH:10]([CH:11]3[CH2:12][CH2:13][CH2:14][CH2:15][CH2:16]3)[C:9]([NH:43][CH:37]3[CH2:42][CH2:41][CH2:40][CH2:39][CH2:38]3)=[O:32])=[C:21]3[CH2:22][CH2:23][CH2:24][C:20]3=[N:19]2)=[CH:30][CH:29]=1. The catalyst class is: 239. (2) Reactant: Br[C:2]1[CH:10]=[CH:9][C:8]([OH:11])=[C:7]2[C:3]=1[CH2:4][NH:5][C:6]2=[O:12]. Product: [OH:11][C:8]1[CH:9]=[CH:10][CH:2]=[C:3]2[C:7]=1[C:6](=[O:12])[NH:5][CH2:4]2. The catalyst class is: 19. (3) Reactant: C(OC([NH:8][CH2:9][CH2:10][NH:11][C:12](=[O:59])[CH2:13][O:14][C:15]1[CH:58]=[CH:57][C:18]([C:19]([C:21]2[CH:56]=[CH:55][C:24]([O:25][CH2:26][C:27]([NH:29][C:30]3[CH:35]=[CH:34][C:33]([C:36]4[CH:41]=[CH:40][C:39]([CH:42]([CH3:53])[C:43]([O:45][CH2:46][C:47]5[CH:52]=[CH:51][CH:50]=[CH:49][CH:48]=5)=[O:44])=[CH:38][C:37]=4[F:54])=[CH:32][CH:31]=3)=[O:28])=[CH:23][CH:22]=2)=[O:20])=[CH:17][CH:16]=1)=O)(C)(C)C. Product: [NH2:8][CH2:9][CH2:10][NH:11][C:12](=[O:59])[CH2:13][O:14][C:15]1[CH:58]=[CH:57][C:18]([C:19]([C:21]2[CH:22]=[CH:23][C:24]([O:25][CH2:26][C:27]([NH:29][C:30]3[CH:35]=[CH:34][C:33]([C:36]4[CH:41]=[CH:40][C:39]([CH:42]([CH3:53])[C:43]([O:45][CH2:46][C:47]5[CH:52]=[CH:51][CH:50]=[CH:49][CH:48]=5)=[O:44])=[CH:38][C:37]=4[F:54])=[CH:32][CH:31]=3)=[O:28])=[CH:55][CH:56]=2)=[O:20])=[CH:17][CH:16]=1. The catalyst class is: 89. (4) Reactant: Br[CH2:2][CH:3]([F:17])[CH2:4][CH2:5][N:6]1[CH:11]=[CH:10][C:9]([C:12]([O:14][CH3:15])=[O:13])=[CH:8][C:7]1=[O:16].[N-:18]=[N+:19]=[N-:20].[Na+]. Product: [N:18]([CH2:2][CH:3]([F:17])[CH2:4][CH2:5][N:6]1[CH:11]=[CH:10][C:9]([C:12]([O:14][CH3:15])=[O:13])=[CH:8][C:7]1=[O:16])=[N+:19]=[N-:20]. The catalyst class is: 3. (5) Reactant: [CH:1]([N-]C(C)C)(C)C.[Li+].[O:9]=[C:10]1[NH:19][C@H:18]([C:20]2[CH:27]=[CH:26][C:23]([C:24]#[N:25])=[CH:22][C:21]=2[S:28]([CH3:31])(=[O:30])=[O:29])[C:17]2[C:16](=[O:32])[CH2:15][CH2:14][CH2:13][C:12]=2[N:11]1[C:33]1[CH:38]=[CH:37][CH:36]=[C:35]([C:39]([F:42])([F:41])[F:40])[CH:34]=1.CI.O. Product: [CH3:1][N:19]1[C@H:18]([C:20]2[CH:27]=[CH:26][C:23]([C:24]#[N:25])=[CH:22][C:21]=2[S:28]([CH3:31])(=[O:30])=[O:29])[C:17]2[C:16](=[O:32])[CH2:15][CH2:14][CH2:13][C:12]=2[N:11]([C:33]2[CH:38]=[CH:37][CH:36]=[C:35]([C:39]([F:41])([F:42])[F:40])[CH:34]=2)[C:10]1=[O:9]. The catalyst class is: 9. (6) Reactant: [Cl:1][C:2]1[S:6][C:5]([S:7]([NH:10][C:11]2[C:19]3[C:14](=[CH:15][CH:16]=[CH:17][C:18]=3[O:20][CH3:21])[N:13](C(OC(C)(C)C)=O)[N:12]=2)(=[O:9])=[O:8])=[CH:4][CH:3]=1.C(O)(C(F)(F)F)=O. Product: [Cl:1][C:2]1[S:6][C:5]([S:7]([NH:10][C:11]2[C:19]3[C:14](=[CH:15][CH:16]=[CH:17][C:18]=3[O:20][CH3:21])[NH:13][N:12]=2)(=[O:8])=[O:9])=[CH:4][CH:3]=1. The catalyst class is: 2. (7) Reactant: [CH:1]1([CH2:4][O:5][C:6]2[CH:7]=[C:8]([CH2:15][C:16]([O:18][CH2:19][CH3:20])=[O:17])[CH:9]=[CH:10][C:11]=2[N+:12]([O-:14])=[O:13])[CH2:3][CH2:2]1.[H-].[Na+].Br[CH2:24][CH2:25][CH2:26][CH2:27]Br.[NH4+].[Cl-]. Product: [CH:1]1([CH2:4][O:5][C:6]2[CH:7]=[C:8]([C:15]3([C:16]([O:18][CH2:19][CH3:20])=[O:17])[CH2:27][CH2:26][CH2:25][CH2:24]3)[CH:9]=[CH:10][C:11]=2[N+:12]([O-:14])=[O:13])[CH2:2][CH2:3]1. The catalyst class is: 3. (8) Reactant: [C:1]([C:6]1[N:14]2[C:9]([CH:10]=[CH:11][CH:12]=[CH:13]2)=[CH:8][C:7]=1[CH2:15][OH:16])#[C:2][CH2:3][CH2:4][CH3:5]. Product: [C:1]([C:6]1[N:14]2[C:9]([CH:10]=[CH:11][CH:12]=[CH:13]2)=[CH:8][C:7]=1[CH:15]=[O:16])#[C:2][CH2:3][CH2:4][CH3:5]. The catalyst class is: 697. (9) Reactant: [NH2:1][C:2]([CH3:7])([CH3:6])[C:3]([OH:5])=[O:4].[OH-].[Na+].[Cl:10][CH2:11][C:12](Cl)=[O:13].Cl. Product: [Cl:10][CH2:11][C:12]([NH:1][C:2]([CH3:7])([CH3:6])[C:3]([OH:5])=[O:4])=[O:13]. The catalyst class is: 6.